From a dataset of Full USPTO retrosynthesis dataset with 1.9M reactions from patents (1976-2016). Predict the reactants needed to synthesize the given product. (1) Given the product [C:74]([O:73][C:71]([NH:70][CH2:69][CH2:68][CH2:67][C:66]([O:65][CH2:64][O:63][C@@H:14]1[CH2:15][C@H:16]2[C@:21]([CH3:22])([CH2:20][CH2:19][C@H:18]([O:29][CH2:30][CH2:31][N:32]([C:34]3[CH:39]=[CH:38][C:37]([C@H:40]4[CH2:57][C@@:55]5([CH3:56])[C@@H:51]([CH2:52][CH2:53][C@:54]5([OH:61])[C:58]#[C:59][CH3:60])[C@H:50]5[C:41]4=[C:42]4[C:47]([CH2:48][CH2:49]5)=[CH:46][C:45](=[O:62])[CH2:44][CH2:43]4)=[CH:36][CH:35]=3)[CH3:33])[CH2:17]2)[C@@H:23]2[C@@H:13]1[C@H:12]1[C@:26]([CH3:27])([C@@H:25]([OH:28])[CH2:24]2)[C@@H:9]([C@H:7]([CH3:8])[CH2:6][CH2:2][C:3]([OH:5])=[O:4])[CH2:10][CH2:11]1)=[O:78])=[O:72])([CH3:77])([CH3:75])[CH3:76], predict the reactants needed to synthesize it. The reactants are: C[CH:2]([CH2:6][C@H:7]([C@@H:9]1[C@:26]2([CH3:27])[C@H:12]([C@H:13]3[C@H:23]([CH2:24][C@@H:25]2[OH:28])[C@:21]2([CH3:22])[C@@H:16]([CH2:17][C@@H:18]([O:29][CH2:30][CH2:31][N:32]([C:34]4[CH:39]=[CH:38][C:37]([C@H:40]5[CH2:57][C@@:55]6([CH3:56])[C@@H:51]([CH2:52][CH2:53][C@:54]6([OH:61])[C:58]#[C:59][CH3:60])[C@H:50]6[C:41]5=[C:42]5[C:47]([CH2:48][CH2:49]6)=[CH:46][C:45](=[O:62])[CH2:44][CH2:43]5)=[CH:36][CH:35]=4)[CH3:33])[CH2:19][CH2:20]2)[CH2:15][C@H:14]3[O:63][CH2:64][O:65][C:66](=[O:78])[CH2:67][CH2:68][CH2:69][NH:70][C:71]([O:73][C:74]([CH3:77])([CH3:76])[CH3:75])=[O:72])[CH2:11][CH2:10]1)[CH3:8])[C:3]([OH:5])=[O:4].[Li+].[OH-]. (2) Given the product [F:1][C:2]1[C:3]([CH2:24][NH:25][CH3:26])=[CH:4][N:5]([S:14]([C:17]2[CH:18]=[N:19][C:20]([CH3:23])=[CH:21][CH:22]=2)(=[O:16])=[O:15])[C:6]=1[C:7]1[C:8]([F:13])=[N:9][CH:10]=[CH:11][CH:12]=1, predict the reactants needed to synthesize it. The reactants are: [F:1][C:2]1[C:3]([CH2:24][N:25](C)[C:26](=O)OC(C)(C)C)=[CH:4][N:5]([S:14]([C:17]2[CH:18]=[N:19][C:20]([CH3:23])=[CH:21][CH:22]=2)(=[O:16])=[O:15])[C:6]=1[C:7]1[C:8]([F:13])=[N:9][CH:10]=[CH:11][CH:12]=1.C(OCC)(=O)C.Cl. (3) Given the product [CH2:10]([C:1]1([OH:8])[CH2:7][CH2:6][CH2:5][CH2:4][CH:3]=[CH:2]1)[CH2:11][CH2:12][CH3:13], predict the reactants needed to synthesize it. The reactants are: [C:1]1(=[O:8])[CH2:7][CH2:6][CH2:5][CH2:4][CH:3]=[CH:2]1.[Li][CH2:10][CH2:11][CH2:12][CH3:13]. (4) The reactants are: IC1C=C2C(=CC=1)C(=O)C1C=CC=C(C(O)=O)C=1N2.[I:20][C:21]1[CH:26]=[CH:25][C:24]([NH:27][C:28]2[C:36]([C:37]([OH:39])=[O:38])=[CH:35][CH:34]=[CH:33][C:29]=2[C:30](O)=[O:31])=[CH:23][CH:22]=1.[K+].[Br-].NC1C=CC2N=C(C(OCC)=O)NC=2C=1.IC1C=C2C(=CC=1)NC=C(C(OCC)=O)C2=O. Given the product [I:20][C:21]1[CH:22]=[C:23]2[C:24]([NH:27][C:28]3[C:36]([C:37]([OH:39])=[O:38])=[CH:35][CH:34]=[CH:33][C:29]=3[C:30]2=[O:31])=[CH:25][CH:26]=1, predict the reactants needed to synthesize it. (5) Given the product [F:1][C:2]1[CH:39]=[CH:38][C:5]([O:6][C:7]2[C:16]([C:15]([NH:14][CH2:18][C:19]3[CH:20]=[CH:21][C:22]([O:25][CH3:26])=[CH:23][CH:24]=3)=[O:17])=[C:11]([NH:12][C:28]3[CH:33]=[CH:32][C:31]([I:34])=[CH:30][C:29]=3[F:35])[N:10]([CH3:36])[C:9](=[O:37])[CH:8]=2)=[C:4]([CH3:40])[CH:3]=1, predict the reactants needed to synthesize it. The reactants are: [F:1][C:2]1[CH:39]=[CH:38][C:5]([O:6][C:7]2[C:16]3[C:15](=[O:17])[N:14]([CH2:18][C:19]4[CH:24]=[CH:23][C:22]([O:25][CH3:26])=[CH:21][CH:20]=4)C(=O)[N:12]([C:28]4[CH:33]=[CH:32][C:31]([I:34])=[CH:30][C:29]=4[F:35])[C:11]=3[N:10]([CH3:36])[C:9](=[O:37])[CH:8]=2)=[C:4]([CH3:40])[CH:3]=1.[OH-].[Li+].C(OCC)(=O)C.